This data is from Forward reaction prediction with 1.9M reactions from USPTO patents (1976-2016). The task is: Predict the product of the given reaction. (1) Given the reactants I[C:2]1[CH:7]=[CH:6][CH:5]=[CH:4][C:3]=1[N+:8]([O-:10])=[O:9].C1([Mg]Cl)C=CC=CC=1.[CH:19](=[O:23])[CH:20]([CH3:22])[CH3:21], predict the reaction product. The product is: [N+:8]([C:3]1[CH:4]=[CH:5][CH:6]=[CH:7][C:2]=1[CH:19]([OH:23])[CH:20]([CH3:22])[CH3:21])([O-:10])=[O:9]. (2) Given the reactants C([O:3][C:4]([C:6]1[CH:11]=[CH:10][C:9]([CH2:12][C@H:13]([NH:17][C:18](=[O:24])[O:19][C:20]([CH3:23])([CH3:22])[CH3:21])[CH2:14][CH2:15][OH:16])=[CH:8][CH:7]=1)=[CH2:5])C.[Br:25]N1C(=O)CCC1=O, predict the reaction product. The product is: [Br:25][CH2:3][C:4]([C:6]1[CH:11]=[CH:10][C:9]([CH2:12][C@H:13]([NH:17][C:18](=[O:24])[O:19][C:20]([CH3:23])([CH3:22])[CH3:21])[CH2:14][CH2:15][OH:16])=[CH:8][CH:7]=1)=[O:5]. (3) Given the reactants [Cl-].[Li+].[CH3:3][C:4]1[CH:9]([C:10]2[CH:15]=[CH:14][CH:13]=[CH:12][CH:11]=2)[CH2:8][CH2:7][C:6](=[O:16])[CH:5]=1.[CH3:17][Mg]Br.[Cl-].[NH4+], predict the reaction product. The product is: [CH3:3][C:4]1([CH3:17])[CH:9]([C:10]2[CH:15]=[CH:14][CH:13]=[CH:12][CH:11]=2)[CH2:8][CH2:7][C:6](=[O:16])[CH2:5]1. (4) The product is: [F:16][C:17]1[C:18]([CH3:24])=[C:19]([NH:20][C:9](=[O:10])[O:11][C:12]([CH3:13])([CH3:14])[CH3:15])[CH:21]=[CH:22][CH:23]=1. Given the reactants [C:9](O[C:9]([O:11][C:12]([CH3:15])([CH3:14])[CH3:13])=[O:10])([O:11][C:12]([CH3:15])([CH3:14])[CH3:13])=[O:10].[F:16][C:17]1[C:18]([CH3:24])=[C:19]([CH:21]=[CH:22][CH:23]=1)[NH2:20], predict the reaction product. (5) Given the reactants [CH3:1][O:2][CH2:3][C@H:4]([CH3:38])[O:5][C:6]1[CH:7]=[C:8]([C:23]2[NH:27][C:26]([C:28]([NH:30][C@H:31]([C:34]([O:36][CH3:37])=[O:35])[CH2:32][OH:33])=O)=[CH:25][CH:24]=2)[CH:9]=[C:10]([O:12][C:13]2[CH:14]=[N:15][C:16]([S:19]([CH3:22])(=[O:21])=[O:20])=[CH:17][CH:18]=2)[CH:11]=1.COCCN(S(F)(F)F)CCOC.C(=O)([O-])[O-].[K+].[K+].C(=O)([O-])O.[Na+], predict the reaction product. The product is: [CH3:1][O:2][CH2:3][C@H:4]([CH3:38])[O:5][C:6]1[CH:7]=[C:8]([C:23]2[NH:27][C:26]([C:28]3[O:33][CH2:32][C@@H:31]([C:34]([O:36][CH3:37])=[O:35])[N:30]=3)=[CH:25][CH:24]=2)[CH:9]=[C:10]([O:12][C:13]2[CH:14]=[N:15][C:16]([S:19]([CH3:22])(=[O:21])=[O:20])=[CH:17][CH:18]=2)[CH:11]=1. (6) Given the reactants C(=O)([O-])[O-].[Na+].[Na+].C1(C)C=CC=CC=1.C(OP(O[CH2:23][C:24]1[O:28][N:27]=[C:26]([C:29]([O:31][CH2:32][CH3:33])=[O:30])[CH:25]=1)(OCC)=O)C.[S:34]1[CH:38]=[CH:37][C:36](B(O)O)=[CH:35]1, predict the reaction product. The product is: [S:34]1[CH:38]=[CH:37][C:36]([CH2:23][C:24]2[O:28][N:27]=[C:26]([C:29]([O:31][CH2:32][CH3:33])=[O:30])[CH:25]=2)=[CH:35]1. (7) Given the reactants [CH3:1][CH:2]([CH2:5][CH3:6])[CH:3]=O.C(O[BH-](OC(=O)C)OC(=O)C)(=O)C.[Na+].[Cl:21][C:22]1[CH:23]=[C:24]2[C:30]3([CH2:35][CH2:34][NH:33][CH2:32][CH2:31]3)[CH2:29][N:28]([C:36]3[C:37]4[CH:44]=[CH:43][NH:42][C:38]=4[N:39]=[CH:40][N:41]=3)[C:25]2=[CH:26][CH:27]=1.N, predict the reaction product. The product is: [Cl:21][C:22]1[CH:23]=[C:24]2[C:30]3([CH2:35][CH2:34][N:33]([CH2:1][CH:2]([CH3:3])[CH2:5][CH3:6])[CH2:32][CH2:31]3)[CH2:29][N:28]([C:36]3[C:37]4[CH:44]=[CH:43][NH:42][C:38]=4[N:39]=[CH:40][N:41]=3)[C:25]2=[CH:26][CH:27]=1. (8) Given the reactants [Br:1][C:2]1[C:9]([CH2:10]Br)=[CH:8][CH:7]=[CH:6][C:3]=1[C:4]#[N:5].[CH3:12][C:13]([O-:15])=[O:14].[K+], predict the reaction product. The product is: [C:13]([O:15][CH2:10][C:9]1[CH:8]=[CH:7][CH:6]=[C:3]([C:4]#[N:5])[C:2]=1[Br:1])(=[O:14])[CH3:12].